This data is from NCI-60 drug combinations with 297,098 pairs across 59 cell lines. The task is: Regression. Given two drug SMILES strings and cell line genomic features, predict the synergy score measuring deviation from expected non-interaction effect. (1) Drug 2: COC1=NC(=NC2=C1N=CN2C3C(C(C(O3)CO)O)O)N. Cell line: SNB-19. Synergy scores: CSS=4.89, Synergy_ZIP=1.49, Synergy_Bliss=6.48, Synergy_Loewe=-23.4, Synergy_HSA=0.0710. Drug 1: CC1C(C(CC(O1)OC2CC(CC3=C2C(=C4C(=C3O)C(=O)C5=C(C4=O)C(=CC=C5)OC)O)(C(=O)C)O)N)O.Cl. (2) Drug 1: CCC1=C2CN3C(=CC4=C(C3=O)COC(=O)C4(CC)O)C2=NC5=C1C=C(C=C5)O. Drug 2: C(CCl)NC(=O)N(CCCl)N=O. Cell line: BT-549. Synergy scores: CSS=34.8, Synergy_ZIP=-2.35, Synergy_Bliss=-2.74, Synergy_Loewe=-33.7, Synergy_HSA=0.168. (3) Drug 2: C1CN(CCN1C(=O)CCBr)C(=O)CCBr. Cell line: MDA-MB-231. Drug 1: CC1CCC2CC(C(=CC=CC=CC(CC(C(=O)C(C(C(=CC(C(=O)CC(OC(=O)C3CCCCN3C(=O)C(=O)C1(O2)O)C(C)CC4CCC(C(C4)OC)O)C)C)O)OC)C)C)C)OC. Synergy scores: CSS=25.8, Synergy_ZIP=-5.71, Synergy_Bliss=-2.20, Synergy_Loewe=0.959, Synergy_HSA=1.95. (4) Drug 1: CC1=C2C(C(=O)C3(C(CC4C(C3C(C(C2(C)C)(CC1OC(=O)C(C(C5=CC=CC=C5)NC(=O)C6=CC=CC=C6)O)O)OC(=O)C7=CC=CC=C7)(CO4)OC(=O)C)O)C)OC(=O)C. Drug 2: C#CCC(CC1=CN=C2C(=N1)C(=NC(=N2)N)N)C3=CC=C(C=C3)C(=O)NC(CCC(=O)O)C(=O)O. Cell line: NCI-H522. Synergy scores: CSS=69.1, Synergy_ZIP=3.63, Synergy_Bliss=1.40, Synergy_Loewe=-17.6, Synergy_HSA=1.33. (5) Drug 1: CC1=CC2C(CCC3(C2CCC3(C(=O)C)OC(=O)C)C)C4(C1=CC(=O)CC4)C. Drug 2: C#CCC(CC1=CN=C2C(=N1)C(=NC(=N2)N)N)C3=CC=C(C=C3)C(=O)NC(CCC(=O)O)C(=O)O. Cell line: COLO 205. Synergy scores: CSS=-7.16, Synergy_ZIP=0.462, Synergy_Bliss=-3.90, Synergy_Loewe=-3.97, Synergy_HSA=-5.28. (6) Drug 1: C1CCC(C(C1)N)N.C(=O)(C(=O)[O-])[O-].[Pt+4]. Drug 2: CC1C(C(CC(O1)OC2CC(CC3=C2C(=C4C(=C3O)C(=O)C5=C(C4=O)C(=CC=C5)OC)O)(C(=O)CO)O)N)O.Cl. Cell line: IGROV1. Synergy scores: CSS=47.2, Synergy_ZIP=3.41, Synergy_Bliss=3.39, Synergy_Loewe=-8.57, Synergy_HSA=6.12.